From a dataset of NCI-60 drug combinations with 297,098 pairs across 59 cell lines. Regression. Given two drug SMILES strings and cell line genomic features, predict the synergy score measuring deviation from expected non-interaction effect. (1) Drug 1: CC(C)(C#N)C1=CC(=CC(=C1)CN2C=NC=N2)C(C)(C)C#N. Drug 2: CCC1=C2CN3C(=CC4=C(C3=O)COC(=O)C4(CC)O)C2=NC5=C1C=C(C=C5)O. Cell line: ACHN. Synergy scores: CSS=43.4, Synergy_ZIP=2.41, Synergy_Bliss=0.867, Synergy_Loewe=-45.0, Synergy_HSA=-0.836. (2) Drug 1: C1=CC(=C2C(=C1NCCNCCO)C(=O)C3=C(C=CC(=C3C2=O)O)O)NCCNCCO. Drug 2: C(CN)CNCCSP(=O)(O)O. Cell line: SK-MEL-5. Synergy scores: CSS=20.3, Synergy_ZIP=5.44, Synergy_Bliss=5.38, Synergy_Loewe=-26.3, Synergy_HSA=3.63. (3) Drug 1: C1CN1C2=NC(=NC(=N2)N3CC3)N4CC4. Drug 2: CN(CCCl)CCCl.Cl. Cell line: NCI-H226. Synergy scores: CSS=9.22, Synergy_ZIP=-0.888, Synergy_Bliss=-6.08, Synergy_Loewe=-10.1, Synergy_HSA=-4.75. (4) Drug 1: CN(C)C1=NC(=NC(=N1)N(C)C)N(C)C. Drug 2: CS(=O)(=O)OCCCCOS(=O)(=O)C. Cell line: MDA-MB-231. Synergy scores: CSS=7.99, Synergy_ZIP=-0.0405, Synergy_Bliss=2.93, Synergy_Loewe=-5.27, Synergy_HSA=-0.647.